Dataset: Full USPTO retrosynthesis dataset with 1.9M reactions from patents (1976-2016). Task: Predict the reactants needed to synthesize the given product. (1) Given the product [I:8][C:9]1[CH:15]=[CH:14][C:12]([N:13]2[CH2:2][CH2:3][CH2:4][C:5]2=[O:6])=[CH:11][CH:10]=1, predict the reactants needed to synthesize it. The reactants are: Br[CH2:2][CH2:3][CH2:4][C:5](Cl)=[O:6].[I:8][C:9]1[CH:15]=[CH:14][C:12]([NH2:13])=[CH:11][CH:10]=1.CCN(CC)CC.[H-].[Na+]. (2) Given the product [NH2:1][C:2]1[C:7]2=[C:8]([C:13]3[CH:18]=[CH:17][C:16]([NH:19][C:27]([NH:28][C:29]4[CH:34]=[CH:33][CH:32]=[C:31]([C:35]([F:37])([F:36])[F:38])[N:30]=4)=[O:26])=[CH:15][CH:14]=3)[CH:9]=[C:10]([CH2:11][OH:12])[N:6]2[N:5]=[CH:4][N:3]=1, predict the reactants needed to synthesize it. The reactants are: [NH2:1][C:2]1[C:7]2=[C:8]([C:13]3[CH:18]=[CH:17][C:16]([NH2:19])=[CH:15][CH:14]=3)[CH:9]=[C:10]([CH2:11][OH:12])[N:6]2[N:5]=[CH:4][N:3]=1.C1([O:26][C:27](=O)[NH:28][C:29]2[CH:34]=[CH:33][CH:32]=[C:31]([C:35]([F:38])([F:37])[F:36])[N:30]=2)C=CC=CC=1.C(N(CC)CC)C. (3) Given the product [C:6]([O:10][C:11](=[O:18])[C@H:12]([C@H:14]([CH2:16][CH3:17])[CH3:15])[NH:13][C:3](=[O:4])[CH2:2][Cl:1])([CH3:8])([CH3:9])[CH3:7], predict the reactants needed to synthesize it. The reactants are: [Cl:1][CH2:2][C:3](Cl)=[O:4].[C:6]([O:10][C:11](=[O:18])[C@H:12]([C@H:14]([CH2:16][CH3:17])[CH3:15])[NH2:13])([CH3:9])([CH3:8])[CH3:7].C(=O)([O-])[O-].[K+].[K+]. (4) Given the product [CH3:7][NH:8][C:9]([N:17]1[C:13]([CH2:11][CH3:12])=[CH:14][C:15]([O:18][C:19]2[CH:24]=[CH:23][C:22]([C:25]([F:28])([F:27])[F:26])=[CH:21][C:20]=2[N+:29]([O-:31])=[O:30])=[N:16]1)=[O:10], predict the reactants needed to synthesize it. The reactants are: C(=O)([O-])[O-].[K+].[K+].[CH3:7][N:8]=[C:9]=[O:10].[CH2:11]([C:13]1[NH:17][N:16]=[C:15]([O:18][C:19]2[CH:24]=[CH:23][C:22]([C:25]([F:28])([F:27])[F:26])=[CH:21][C:20]=2[N+:29]([O-:31])=[O:30])[CH:14]=1)[CH3:12].Cl. (5) The reactants are: [NH:1]1[CH2:6][CH2:5][CH:4]([NH:7][C:8]([C:10]2[C:14]3[N:15]=[CH:16][N:17]=[C:18]([C:19]4[CH:24]=[CH:23][C:22]([O:25][CH3:26])=[CH:21][C:20]=4[O:27][CH2:28][CH2:29][O:30][CH3:31])[C:13]=3[NH:12][CH:11]=2)=[O:9])[CH2:3][CH2:2]1.[CH3:32][O:33][CH2:34][C:35](Cl)=[O:36]. Given the product [CH3:32][O:33][CH2:34][C:35]([N:1]1[CH2:6][CH2:5][CH:4]([NH:7][C:8]([C:10]2[C:14]3[N:15]=[CH:16][N:17]=[C:18]([C:19]4[CH:24]=[CH:23][C:22]([O:25][CH3:26])=[CH:21][C:20]=4[O:27][CH2:28][CH2:29][O:30][CH3:31])[C:13]=3[NH:12][CH:11]=2)=[O:9])[CH2:3][CH2:2]1)=[O:36], predict the reactants needed to synthesize it. (6) Given the product [OH:36][CH2:35][C@H:34]([NH:33][C:13]1[N:12]=[C:11]([C:10]2[C:4]3[C:5](=[N:6][CH:7]=[C:2]([CH3:1])[CH:3]=3)[N:8]([S:23]([C:26]3[CH:32]=[CH:31][C:29]([CH3:30])=[CH:28][CH:27]=3)(=[O:25])=[O:24])[CH:9]=2)[C:16]([C:17]#[N:18])=[CH:15][N:14]=1)[CH:37]([CH3:39])[CH3:38], predict the reactants needed to synthesize it. The reactants are: [CH3:1][C:2]1[CH:3]=[C:4]2[C:10]([C:11]3[C:16]([C:17]#[N:18])=[CH:15][N:14]=[C:13](S(C)(=O)=O)[N:12]=3)=[CH:9][N:8]([S:23]([C:26]3[CH:32]=[CH:31][C:29]([CH3:30])=[CH:28][CH:27]=3)(=[O:25])=[O:24])[C:5]2=[N:6][CH:7]=1.[NH2:33][C@H:34]([CH:37]([CH3:39])[CH3:38])[CH2:35][OH:36].C(N(C(C)C)CC)(C)C. (7) Given the product [Cl:13][C:9]1[CH:10]=[CH:11][C:12]2[N:4]([CH2:1]/[CH:2]=[CH:3]/[C:20]3[CH:25]=[N:24][C:23]([CH3:26])=[CH:22][CH:21]=3)[C:5]3[CH2:17][CH2:16][N:15]([CH3:18])[CH2:14][C:6]=3[C:7]=2[CH:8]=1, predict the reactants needed to synthesize it. The reactants are: [CH2:1]([N:4]1[C:12]2[CH:11]=[CH:10][C:9]([Cl:13])=[CH:8][C:7]=2[C:6]2[CH2:14][N:15]([CH3:18])[CH2:16][CH2:17][C:5]1=2)[CH:2]=[CH2:3].Br[C:20]1[CH:21]=[CH:22][C:23]([CH3:26])=[N:24][CH:25]=1.C1(P(C2C=CC=CC=2)C2C=CC=CC=2)C=CC=CC=1.C(N(CC)CC)C.